From a dataset of Forward reaction prediction with 1.9M reactions from USPTO patents (1976-2016). Predict the product of the given reaction. Given the reactants [F:1][C:2]1[CH:3]=[C:4]([CH:9]=[CH:10][C:11]=1[N+:12]([O-])=O)[C:5]([O:7][CH3:8])=[O:6].CCO, predict the reaction product. The product is: [NH2:12][C:11]1[CH:10]=[CH:9][C:4]([C:5]([O:7][CH3:8])=[O:6])=[CH:3][C:2]=1[F:1].